This data is from Full USPTO retrosynthesis dataset with 1.9M reactions from patents (1976-2016). The task is: Predict the reactants needed to synthesize the given product. Given the product [CH3:28][C:20]1[CH:19]=[C:18]([C@H:10]2[CH2:9][C@H:8]([C:6]3[O:7][NH:32][C:4](=[O:3])[CH:5]=3)[CH2:13][CH2:12][N:11]2[C:14]([O:16][CH3:17])=[O:15])[CH:23]=[CH:22][C:21]=1[C:24]([F:27])([F:26])[F:25], predict the reactants needed to synthesize it. The reactants are: C([O:3][C:4](=O)[CH2:5][C:6]([C@@H:8]1[CH2:13][CH2:12][N:11]([C:14]([O:16][CH3:17])=[O:15])[C@@H:10]([C:18]2[CH:23]=[CH:22][C:21]([C:24]([F:27])([F:26])[F:25])=[C:20]([CH3:28])[CH:19]=2)[CH2:9]1)=[O:7])C.[OH-].[Na+].[NH2:32]O.Cl.